Dataset: Full USPTO retrosynthesis dataset with 1.9M reactions from patents (1976-2016). Task: Predict the reactants needed to synthesize the given product. (1) The reactants are: [CH:1]1([C:4]2[C:13]3[C:8](=[CH:9][CH:10]=[CH:11][CH:12]=3)[CH:7]=[N:6][C:5]=2[N:14]([CH2:29][C:30]2[CH:35]=[CH:34][C:33]([O:36][C:37]([F:40])([F:39])[F:38])=[CH:32][CH:31]=2)[S:15]([C:18]2[CH:27]=[CH:26][C:21]([C:22]([O:24]C)=[O:23])=[C:20]([CH3:28])[CH:19]=2)(=[O:17])=[O:16])[CH2:3][CH2:2]1.[OH-].[Na+]. Given the product [CH:1]1([C:4]2[C:13]3[C:8](=[CH:9][CH:10]=[CH:11][CH:12]=3)[CH:7]=[N:6][C:5]=2[N:14]([CH2:29][C:30]2[CH:31]=[CH:32][C:33]([O:36][C:37]([F:39])([F:40])[F:38])=[CH:34][CH:35]=2)[S:15]([C:18]2[CH:27]=[CH:26][C:21]([C:22]([OH:24])=[O:23])=[C:20]([CH3:28])[CH:19]=2)(=[O:17])=[O:16])[CH2:3][CH2:2]1, predict the reactants needed to synthesize it. (2) The reactants are: [C:1]1([N:7]=[C:8]=[O:9])[CH:6]=[CH:5][CH:4]=[CH:3][CH:2]=1.[NH2:10][CH2:11][CH2:12][CH2:13][CH2:14][N:15]1[C:23]2[C:22]([CH3:24])=[C:21]([CH3:25])[N:20]=[C:19]([NH2:26])[C:18]=2[N:17]=[C:16]1[CH2:27][CH2:28][CH2:29][CH3:30].C(OCC)C. Given the product [NH2:26][C:19]1[C:18]2[N:17]=[C:16]([CH2:27][CH2:28][CH2:29][CH3:30])[N:15]([CH2:14][CH2:13][CH2:12][CH2:11][NH:10][C:8]([NH:7][C:1]3[CH:6]=[CH:5][CH:4]=[CH:3][CH:2]=3)=[O:9])[C:23]=2[C:22]([CH3:24])=[C:21]([CH3:25])[N:20]=1, predict the reactants needed to synthesize it. (3) Given the product [C:1]([O:5][C:6]([NH:8][C:9]1[CH:14]=[CH:13][CH:12]=[CH:11][C:10]=1[NH:15][C:16]([C:18]1[S:22][C:21]([CH:23]2[CH2:28][CH2:27][N:26]([C:29]([O:31][C:32]([CH3:35])([CH3:34])[CH3:33])=[O:30])[CH2:25][CH2:24]2)=[CH:20][CH:19]=1)=[O:17])=[O:7])([CH3:4])([CH3:3])[CH3:2], predict the reactants needed to synthesize it. The reactants are: [C:1]([O:5][C:6]([NH:8][C:9]1[CH:14]=[CH:13][CH:12]=[CH:11][C:10]=1[NH:15][C:16]([C:18]1[S:22][C:21]([C:23]2[CH2:24][CH2:25][N:26]([C:29]([O:31][C:32]([CH3:35])([CH3:34])[CH3:33])=[O:30])[CH2:27][CH:28]=2)=[CH:20][CH:19]=1)=[O:17])=[O:7])([CH3:4])([CH3:3])[CH3:2]. (4) Given the product [Cl-:9].[CH2:11]([O:5][C:4](=[O:6])[CH2:3][NH3+:2])[CH2:12][CH2:13][CH3:14], predict the reactants needed to synthesize it. The reactants are: Cl.[NH2:2][CH2:3][C:4]([OH:6])=[O:5].S(Cl)([Cl:9])=O.[CH2:11](O)[CH2:12][CH2:13][CH3:14]. (5) The reactants are: F[C:2]1[CH:7]=[C:6]([C:8]2[C:16]([C:17]3[CH:22]=[CH:21][N:20]=[C:19]([NH:23][CH:24]([CH3:26])[CH3:25])[N:18]=3)=[C:11]3[CH:12]=[CH:13][CH:14]=[CH:15][N:10]3[N:9]=2)[CH:5]=[CH:4][N:3]=1.[CH:27]1([NH2:32])[CH2:31][CH2:30][CH2:29][CH2:28]1. Given the product [CH:27]1([NH:32][C:2]2[CH:7]=[C:6]([C:8]3[C:16]([C:17]4[CH:22]=[CH:21][N:20]=[C:19]([NH:23][CH:24]([CH3:25])[CH3:26])[N:18]=4)=[C:11]4[CH:12]=[CH:13][CH:14]=[CH:15][N:10]4[N:9]=3)[CH:5]=[CH:4][N:3]=2)[CH2:31][CH2:30][CH2:29][CH2:28]1, predict the reactants needed to synthesize it.